From a dataset of Merck oncology drug combination screen with 23,052 pairs across 39 cell lines. Regression. Given two drug SMILES strings and cell line genomic features, predict the synergy score measuring deviation from expected non-interaction effect. (1) Drug 1: CN(Cc1cnc2nc(N)nc(N)c2n1)c1ccc(C(=O)NC(CCC(=O)O)C(=O)O)cc1. Drug 2: C#Cc1cccc(Nc2ncnc3cc(OCCOC)c(OCCOC)cc23)c1. Cell line: ZR751. Synergy scores: synergy=-8.75. (2) Drug 1: CS(=O)(=O)CCNCc1ccc(-c2ccc3ncnc(Nc4ccc(OCc5cccc(F)c5)c(Cl)c4)c3c2)o1. Drug 2: O=C(NOCC(O)CO)c1ccc(F)c(F)c1Nc1ccc(I)cc1F. Cell line: NCIH2122. Synergy scores: synergy=74.1. (3) Drug 1: CCN(CC)CCNC(=O)c1c(C)[nH]c(C=C2C(=O)Nc3ccc(F)cc32)c1C. Drug 2: CS(=O)(=O)CCNCc1ccc(-c2ccc3ncnc(Nc4ccc(OCc5cccc(F)c5)c(Cl)c4)c3c2)o1. Cell line: A2058. Synergy scores: synergy=32.9.